Dataset: Full USPTO retrosynthesis dataset with 1.9M reactions from patents (1976-2016). Task: Predict the reactants needed to synthesize the given product. (1) Given the product [CH2:1]([O:8][C:9]([N:11]1[CH2:16][CH2:15][CH:14]([O:17][C:18]2[CH:19]=[C:20]3[C:21](=[CH:22][CH:23]=2)[NH:24][N:39]=[C:25]3[S:26]([C:29]2[C:38]3[C:33](=[CH:34][CH:35]=[CH:36][CH:37]=3)[CH:32]=[CH:31][CH:30]=2)(=[O:28])=[O:27])[CH2:13][CH2:12]1)=[O:10])[C:2]1[CH:3]=[CH:4][CH:5]=[CH:6][CH:7]=1, predict the reactants needed to synthesize it. The reactants are: [CH2:1]([O:8][C:9]([N:11]1[CH2:16][CH2:15][CH:14]([O:17][C:18]2[CH:23]=[CH:22][C:21]([NH2:24])=[C:20]([CH2:25][S:26]([C:29]3[C:38]4[C:33](=[CH:34][CH:35]=[CH:36][CH:37]=4)[CH:32]=[CH:31][CH:30]=3)(=[O:28])=[O:27])[CH:19]=2)[CH2:13][CH2:12]1)=[O:10])[C:2]1[CH:7]=[CH:6][CH:5]=[CH:4][CH:3]=1.[N:39]([O-])=O.[Na+].C(=O)([O-])[O-].[Na+].[Na+]. (2) Given the product [OH:1][CH:2]1[CH:7]([OH:8])[CH2:6][CH2:5][CH:4]([C:9]2[CH:14]=[CH:13][C:12]([N:15]3[CH2:19][CH:18]([CH2:20][NH:21][C:34](=[S:38])[CH:35]([F:37])[F:36])[O:17][C:16]3=[O:22])=[CH:11][C:10]=2[F:23])[CH2:3]1, predict the reactants needed to synthesize it. The reactants are: [OH:1][CH:2]1[CH:7]([OH:8])[CH2:6][CH2:5][CH:4]([C:9]2[CH:14]=[CH:13][C:12]([N:15]3[CH2:19][CH:18]([CH2:20][NH2:21])[O:17][C:16]3=[O:22])=[CH:11][C:10]=2[F:23])[CH2:3]1.C1(C(C2C=CC=CC=2)CCO[C:34](=[S:38])[CH:35]([F:37])[F:36])C=CC=CC=1.C(N(CC)CC)C. (3) The reactants are: [C:1]1([CH2:7][O:8][C:9]2[CH:14]=[CH:13][C:12]([C:15]([F:18])([F:17])[F:16])=[CH:11][CH:10]=2)[CH:6]=[CH:5][CH:4]=[CH:3][CH:2]=1.F[B-](F)(F)F.F[B-](F)(F)F.ClC[N+]12CC[N+](F)(CC1)CC2.[I:40]I. Given the product [I:40][C:14]1[CH:13]=[C:12]([C:15]([F:16])([F:17])[F:18])[CH:11]=[CH:10][C:9]=1[O:8][CH2:7][C:1]1[CH:2]=[CH:3][CH:4]=[CH:5][CH:6]=1, predict the reactants needed to synthesize it. (4) Given the product [CH3:9][NH:10][C@@H:11]([C:19]1[CH:24]=[CH:23][CH:22]=[CH:21][CH:20]=1)[CH2:12][N:13]1[CH2:14][CH2:15][CH2:16][CH2:17]1, predict the reactants needed to synthesize it. The reactants are: C(O[C:9](=O)[NH:10][C@@H:11]([C:19]1[CH:24]=[CH:23][CH:22]=[CH:21][CH:20]=1)[C:12](=O)[N:13]1[CH2:17][CH2:16][CH2:15][CH2:14]1)C1C=CC=CC=1.[H-].[H-].[H-].[H-].[Li+].[Al+3].C(=O)([O-])[O-].[Na+].[Na+]. (5) Given the product [F:1][C:2]1[CH:3]=[C:4]([C@H:9]2[CH2:14][C@H:13]([CH3:15])[NH:12][CH2:11][C@@H:10]2[CH2:17][OH:18])[CH:5]=[CH:6][C:7]=1[F:8], predict the reactants needed to synthesize it. The reactants are: [F:1][C:2]1[CH:3]=[C:4]([C@H:9]2[CH2:14][C@H:13]([CH3:15])[NH:12][C:11](=O)[C@@H:10]2[C:17](OC)=[O:18])[CH:5]=[CH:6][C:7]=1[F:8]. (6) Given the product [C:27]([C:31]1[CH:32]=[CH:33][C:34]([C:35]([NH:26][C@H:23]2[CH2:22][CH2:21][C@H:20]([CH2:19][CH2:18][N:15]3[CH2:16][CH2:17][CH:12]([C:11]4[C:6]5[CH2:5][CH2:4][O:3][C:7]=5[CH:8]=[CH:9][CH:10]=4)[CH2:13][CH2:14]3)[CH2:25][CH2:24]2)=[O:36])=[CH:38][CH:39]=1)([CH3:30])([CH3:28])[CH3:29], predict the reactants needed to synthesize it. The reactants are: Cl.Cl.[O:3]1[C:7]2[CH:8]=[CH:9][CH:10]=[C:11]([CH:12]3[CH2:17][CH2:16][N:15]([CH2:18][CH2:19][C@H:20]4[CH2:25][CH2:24][C@H:23]([NH2:26])[CH2:22][CH2:21]4)[CH2:14][CH2:13]3)[C:6]=2[CH2:5][CH2:4]1.[C:27]([C:31]1[CH:39]=[CH:38][C:34]([C:35](O)=[O:36])=[CH:33][CH:32]=1)([CH3:30])([CH3:29])[CH3:28]. (7) Given the product [CH:5]12[NH:8][CH:1]([CH2:7][CH2:6]1)[CH2:2][N:3]([C:16]([O:18][CH2:19][CH:20]1[C:32]3[CH:31]=[CH:30][CH:29]=[CH:28][C:27]=3[C:26]3[C:21]1=[CH:22][CH:23]=[CH:24][CH:25]=3)=[O:17])[CH2:4]2, predict the reactants needed to synthesize it. The reactants are: [CH:1]12[N:8](C(OC(C)(C)C)=O)[CH:5]([CH2:6][CH2:7]1)[CH2:4][N:3]([C:16]([O:18][CH2:19][CH:20]1[C:32]3[CH:31]=[CH:30][CH:29]=[CH:28][C:27]=3[C:26]3[C:21]1=[CH:22][CH:23]=[CH:24][CH:25]=3)=[O:17])[CH2:2]2.C(O)(C(F)(F)F)=O. (8) Given the product [NH:3]1[C:11]2[C:6](=[CH:7][CH:8]=[CH:9][CH:10]=2)[C:5]([CH2:12][C:13]2[N:24]([C:19]3[CH:20]=[CH:21][CH:22]=[CH:23][C:18]=3[O:17][CH3:16])[C:25](=[S:28])[NH:26][N:27]=2)=[CH:4]1, predict the reactants needed to synthesize it. The reactants are: [OH-].[Na+].[NH:3]1[C:11]2[C:6](=[CH:7][CH:8]=[CH:9][CH:10]=2)[C:5]([CH2:12][C:13](O)=O)=[CH:4]1.[CH3:16][O:17][C:18]1[CH:23]=[CH:22][CH:21]=[CH:20][C:19]=1[NH:24][C:25](=[S:28])[NH:26][NH2:27].